Dataset: Reaction yield outcomes from USPTO patents with 853,638 reactions. Task: Predict the reaction yield, written as a fraction of the theoretical maximum amount of product (1.0 means a 100% yield; for example, 0.34 means a 34% yield). (1) The reactants are Cl[CH2:2][CH2:3][O:4][C:5]1[C:31]([O:32][CH3:33])=[CH:30][C:8]2[NH:9][C:10](=[O:29])[C:11]3[CH:17]=[CH:16][C:15]([C:18]4[CH:23]=[CH:22][C:21]([N+:24]([O-:26])=[O:25])=[C:20]([O:27][CH3:28])[CH:19]=4)=[CH:14][C:12]=3[NH:13][C:7]=2[CH:6]=1.[NH:34]1[CH2:38][CH2:37][CH2:36][CH2:35]1.C([O-])([O-])=O.[K+].[K+]. The catalyst is CN(C=O)C. The product is [CH3:33][O:32][C:31]1[C:5]([O:4][CH2:3][CH2:2][N:34]2[CH2:38][CH2:37][CH2:36][CH2:35]2)=[CH:6][C:7]2[NH:13][C:12]3[CH:14]=[C:15]([C:18]4[CH:23]=[CH:22][C:21]([N+:24]([O-:26])=[O:25])=[C:20]([O:27][CH3:28])[CH:19]=4)[CH:16]=[CH:17][C:11]=3[C:10](=[O:29])[NH:9][C:8]=2[CH:30]=1. The yield is 0.510. (2) The reactants are [CH3:1][N:2]1[C:6]([C:7]2[CH:8]=[C:9]([C:14]([OH:16])=O)[S:10][C:11]=2[CH2:12][CH3:13])=[C:5]([CH3:17])[CH:4]=[N:3]1.[NH2:18][C@@H:19]([CH2:32][C:33]1[CH:38]=[CH:37][C:36](CF)=[CH:35][CH:34]=1)[CH2:20][N:21]1[C:29](=[O:30])[C:28]2[C:23](=[CH:24][CH:25]=[CH:26][CH:27]=2)[C:22]1=[O:31].C(N(C(C)C)CC)(C)C.[F:50][P-](F)(F)(F)(F)F.Br[P+](N1CCCC1)(N1CCCC1)N1CCCC1. The catalyst is C(Cl)Cl. The product is [CH3:1][N:2]1[C:6]([C:7]2[CH:8]=[C:9]([C:14]([NH:18][C@@H:19]([CH2:32][C:33]3[CH:34]=[CH:35][C:36]([F:50])=[CH:37][CH:38]=3)[CH2:20][N:21]3[C:22](=[O:31])[C:23]4[C:28](=[CH:27][CH:26]=[CH:25][CH:24]=4)[C:29]3=[O:30])=[O:16])[S:10][C:11]=2[CH2:12][CH3:13])=[C:5]([CH3:17])[CH:4]=[N:3]1. The yield is 0.920. (3) The reactants are [C:1]([O:5][C:6]([C:8]1[CH:41]=[CH:40][C:11]([CH2:12][N:13]2[C:17](=[O:18])[C:16]3([CH2:23][CH2:22][N:21](C(OCC4C=CC=CC=4)=O)[CH2:20][CH2:19]3)[N:15]([C:34]3[CH:39]=[CH:38][CH:37]=[CH:36][CH:35]=3)[CH2:14]2)=[CH:10][CH:9]=1)=[O:7])([CH3:4])([CH3:3])[CH3:2]. The catalyst is [Pd].C(OCC)(=O)C.CO. The product is [O:18]=[C:17]1[C:16]2([CH2:23][CH2:22][NH:21][CH2:20][CH2:19]2)[N:15]([C:34]2[CH:39]=[CH:38][CH:37]=[CH:36][CH:35]=2)[CH2:14][N:13]1[CH2:12][C:11]1[CH:10]=[CH:9][C:8]([C:6]([O:5][C:1]([CH3:2])([CH3:4])[CH3:3])=[O:7])=[CH:41][CH:40]=1. The yield is 0.990. (4) The reactants are C(C1C(=O)C(Cl)=C(Cl)C(=O)C=1C#N)#N.[C:15]([CH:17]1[CH:29]([C:30]([O:32][CH2:33][CH3:34])=[O:31])[C:28]2[C:27]3[C:22](=[CH:23][CH:24]=[CH:25][CH:26]=3)[NH:21][C:20]=2[C:19]2[CH2:35][CH2:36][CH2:37][C:18]1=2)#[N:16]. The catalyst is C1(C)C=CC=CC=1. The product is [C:15]([C:17]1[C:29]([C:30]([O:32][CH2:33][CH3:34])=[O:31])=[C:28]2[C:20]([NH:21][C:22]3[C:27]2=[CH:26][CH:25]=[CH:24][CH:23]=3)=[C:19]2[CH2:35][CH2:36][CH2:37][C:18]=12)#[N:16]. The yield is 0.380. (5) The reactants are C(OC([NH:8][C@H:9]([C:11]([NH:13][CH:14]1[N:20]=[C:19]([C:21]2[CH:26]=[CH:25][CH:24]=[CH:23][N:22]=2)[C:18]2[CH:27]=[CH:28][CH:29]=[CH:30][C:17]=2[N:16]([CH2:31][C:32](=[O:37])[C:33]([CH3:36])([CH3:35])[CH3:34])[C:15]1=[O:38])=[O:12])[CH3:10])=O)(C)(C)C.C(O)(C(F)(F)F)=O. No catalyst specified. The product is [NH2:8][C@H:9]([C:11]([NH:13][CH:14]1[N:20]=[C:19]([C:21]2[CH:26]=[CH:25][CH:24]=[CH:23][N:22]=2)[C:18]2[CH:27]=[CH:28][CH:29]=[CH:30][C:17]=2[N:16]([CH2:31][C:32](=[O:37])[C:33]([CH3:35])([CH3:34])[CH3:36])[C:15]1=[O:38])=[O:12])[CH3:10]. The yield is 0.930. (6) The reactants are F[C:2]1[C:9]([F:10])=[CH:8][CH:7]=[CH:6][C:3]=1[C:4]#[N:5].[CH3:11][C:12]1[N:13]=[CH:14][NH:15][CH:16]=1.C(=O)([O-])[O-].[K+].[K+]. No catalyst specified. The product is [F:10][C:9]1[C:2]([N:15]2[CH:16]=[C:12]([CH3:11])[N:13]=[CH:14]2)=[C:3]([CH:6]=[CH:7][CH:8]=1)[C:4]#[N:5]. The yield is 0.280.